Dataset: Merck oncology drug combination screen with 23,052 pairs across 39 cell lines. Task: Regression. Given two drug SMILES strings and cell line genomic features, predict the synergy score measuring deviation from expected non-interaction effect. (1) Drug 1: CN1C(=O)C=CC2(C)C3CCC4(C)C(NC(=O)OCC(F)(F)F)CCC4C3CCC12. Drug 2: CC1(c2nc3c(C(N)=O)cccc3[nH]2)CCCN1. Cell line: LOVO. Synergy scores: synergy=-2.76. (2) Drug 1: CCN(CC)CCNC(=O)c1c(C)[nH]c(C=C2C(=O)Nc3ccc(F)cc32)c1C. Drug 2: COC1=C2CC(C)CC(OC)C(O)C(C)C=C(C)C(OC(N)=O)C(OC)C=CC=C(C)C(=O)NC(=CC1=O)C2=O. Cell line: UWB1289BRCA1. Synergy scores: synergy=-9.14. (3) Drug 1: CN(Cc1cnc2nc(N)nc(N)c2n1)c1ccc(C(=O)NC(CCC(=O)O)C(=O)O)cc1. Drug 2: Cc1nc(Nc2ncc(C(=O)Nc3c(C)cccc3Cl)s2)cc(N2CCN(CCO)CC2)n1. Cell line: OVCAR3. Synergy scores: synergy=-19.1. (4) Drug 1: O=C(NOCC(O)CO)c1ccc(F)c(F)c1Nc1ccc(I)cc1F. Drug 2: CCc1cnn2c(NCc3ccc[n+]([O-])c3)cc(N3CCCCC3CCO)nc12. Cell line: SW837. Synergy scores: synergy=-15.6. (5) Drug 1: COc1cc(C2c3cc4c(cc3C(OC3OC5COC(C)OC5C(O)C3O)C3COC(=O)C23)OCO4)cc(OC)c1O. Drug 2: NC(=O)c1cccc2cn(-c3ccc(C4CCCNC4)cc3)nc12. Cell line: CAOV3. Synergy scores: synergy=80.5. (6) Drug 1: CN1C(=O)C=CC2(C)C3CCC4(C)C(NC(=O)OCC(F)(F)F)CCC4C3CCC12. Drug 2: CC1CC2C3CCC4=CC(=O)C=CC4(C)C3(F)C(O)CC2(C)C1(O)C(=O)CO. Cell line: UACC62. Synergy scores: synergy=6.50. (7) Drug 1: NC1CCCCC1N.O=C(O)C(=O)O.[Pt+2]. Drug 2: CCc1cnn2c(NCc3ccc[n+]([O-])c3)cc(N3CCCCC3CCO)nc12. Cell line: SKMES1. Synergy scores: synergy=-7.25.